Dataset: Catalyst prediction with 721,799 reactions and 888 catalyst types from USPTO. Task: Predict which catalyst facilitates the given reaction. (1) Reactant: [ClH:1].[C:2]([C:4]1[CH:9]=[CH:8][CH:7]=[CH:6][C:5]=1[S:10]([N:13]1[CH2:18][CH2:17][O:16][C@H:15]([CH2:19][NH:20]C(=O)OC(C)(C)C)[CH2:14]1)(=[O:12])=[O:11])#[N:3]. Product: [ClH:1].[NH2:20][CH2:19][C@H:15]1[O:16][CH2:17][CH2:18][N:13]([S:10]([C:5]2[CH:6]=[CH:7][CH:8]=[CH:9][C:4]=2[C:2]#[N:3])(=[O:12])=[O:11])[CH2:14]1. The catalyst class is: 155. (2) Reactant: C(Cl)(=O)C(Cl)=O.CS(C)=O.[C:11]([O:15][C:16]([NH:18][C@H:19]1[CH2:24][CH2:23][C@H:22]([OH:25])[CH2:21][CH2:20]1)=[O:17])([CH3:14])([CH3:13])[CH3:12].C(N(CC)CC)C. Product: [O:25]=[C:22]1[CH2:21][CH2:20][CH:19]([NH:18][C:16](=[O:17])[O:15][C:11]([CH3:13])([CH3:12])[CH3:14])[CH2:24][CH2:23]1. The catalyst class is: 34. (3) Reactant: [Cl-].O[NH3+:3].[C:4](=[O:7])([O-])[OH:5].[Na+].CS(C)=O.[CH2:13]([C:17]1[N:22]2[N:23]=[C:24]([CH3:26])[N:25]=[C:21]2[N:20]([C@H:27]2[CH2:32][CH2:31][C@H:30]([O:33][CH:34]([CH3:39])[C:35]([OH:38])([CH3:37])[CH3:36])[CH2:29][CH2:28]2)[C:19](=[O:40])[C:18]=1[CH2:41][C:42]1[CH:47]=[CH:46][C:45]([C:48]2[C:49]([C:54]#[N:55])=[CH:50][CH:51]=[CH:52][CH:53]=2)=[CH:44][CH:43]=1)[CH2:14][CH2:15][CH3:16]. Product: [CH2:13]([C:17]1[N:22]2[N:23]=[C:24]([CH3:26])[N:25]=[C:21]2[N:20]([C@H:27]2[CH2:32][CH2:31][C@H:30]([O:33][CH:34]([CH3:39])[C:35]([OH:38])([CH3:37])[CH3:36])[CH2:29][CH2:28]2)[C:19](=[O:40])[C:18]=1[CH2:41][C:42]1[CH:47]=[CH:46][C:45]([C:48]2[CH:53]=[CH:52][CH:51]=[CH:50][C:49]=2[C:54]2[NH:3][C:4](=[O:7])[O:5][N:55]=2)=[CH:44][CH:43]=1)[CH2:14][CH2:15][CH3:16]. The catalyst class is: 13.